From a dataset of Reaction yield outcomes from USPTO patents with 853,638 reactions. Predict the reaction yield, written as a fraction of the theoretical maximum amount of product (1.0 means a 100% yield; for example, 0.34 means a 34% yield). (1) The reactants are [O:1]1[CH2:3][C@@H:2]1[CH2:4][N:5]1[CH2:14][CH2:13][C:12]2[C:7](=[CH:8][CH:9]=[CH:10][CH:11]=2)[CH2:6]1.[NH3:15]. The catalyst is CCO. The product is [NH2:15][CH2:3][C@@H:2]([OH:1])[CH2:4][N:5]1[CH2:14][CH2:13][C:12]2[C:7](=[CH:8][CH:9]=[CH:10][CH:11]=2)[CH2:6]1. The yield is 0.900. (2) The reactants are [NH2:1][C:2]1[C:7]([NH2:8])=[C:6]([NH:9][C@@H:10]2[C@@H:15]3[CH2:16][C@@H:12]([CH:13]=[CH:14]3)[C@@H:11]2[C:17]([NH2:19])=[O:18])[C:5]([Br:20])=[CH:4][N:3]=1.[F:21][C:22]([F:32])([F:31])[C:23]1[N:28]=[CH:27][C:26]([CH:29]=O)=[CH:25][CH:24]=1.C([O-])(=O)C.[NH4+]. No catalyst specified. The product is [Br:20][C:5]1[C:6]([NH:9][C@@H:10]2[C@@H:15]3[CH2:16][C@@H:12]([CH:13]=[CH:14]3)[C@@H:11]2[C:17]([NH2:19])=[O:18])=[C:7]2[N:8]=[C:29]([C:26]3[CH:27]=[N:28][C:23]([C:22]([F:32])([F:21])[F:31])=[CH:24][CH:25]=3)[NH:1][C:2]2=[N:3][CH:4]=1. The yield is 0.0500. (3) The reactants are COCCOC[O:7][C:8]1[CH:9]=[C:10]2[C:15](=[CH:16][CH:17]=1)[CH:14]=[C:13]([C:18]([N:20]([CH2:22][C:23]1[CH:24]=[C:25]([C:29]3[CH:34]=[CH:33][C:32]([CH2:35][CH:36]4[S:40][C:39](=[O:41])[NH:38][C:37]4=[O:42])=[CH:31][CH:30]=3)[CH:26]=[CH:27][CH:28]=1)[CH3:21])=[O:19])[CH:12]=[CH:11]2.S(=O)(=O)(O)O.O. The catalyst is O1CCCC1.CO. The product is [OH:7][C:8]1[CH:9]=[C:10]2[C:15](=[CH:16][CH:17]=1)[CH:14]=[C:13]([C:18]([N:20]([CH2:22][C:23]1[CH:24]=[C:25]([C:29]3[CH:34]=[CH:33][C:32]([CH2:35][CH:36]4[S:40][C:39](=[O:41])[NH:38][C:37]4=[O:42])=[CH:31][CH:30]=3)[CH:26]=[CH:27][CH:28]=1)[CH3:21])=[O:19])[CH:12]=[CH:11]2. The yield is 0.990. (4) The reactants are Br[C:2]1[CH:3]=[CH:4][C:5]2[N:6]([C:8]([C:11]([N:13]3[CH2:18][CH2:17][CH:16]([C:19]4[CH:24]=[C:23]([F:25])[CH:22]=[CH:21][C:20]=4[C:26]([F:29])([F:28])[F:27])[CH2:15][CH2:14]3)=[O:12])=[N:9][N:10]=2)[CH:7]=1.[CH3:30][N:31](C=O)C. The catalyst is C(=O)(O)[O-].[Na+].[C-]#N.[Zn+2].[C-]#N.C1C=CC([P]([Pd]([P](C2C=CC=CC=2)(C2C=CC=CC=2)C2C=CC=CC=2)([P](C2C=CC=CC=2)(C2C=CC=CC=2)C2C=CC=CC=2)[P](C2C=CC=CC=2)(C2C=CC=CC=2)C2C=CC=CC=2)(C2C=CC=CC=2)C2C=CC=CC=2)=CC=1. The product is [F:25][C:23]1[CH:22]=[CH:21][C:20]([C:26]([F:29])([F:28])[F:27])=[C:19]([CH:16]2[CH2:17][CH2:18][N:13]([C:11]([C:8]3[N:6]4[CH:7]=[C:2]([C:30]#[N:31])[CH:3]=[CH:4][C:5]4=[N:10][N:9]=3)=[O:12])[CH2:14][CH2:15]2)[CH:24]=1. The yield is 0.410.